This data is from Forward reaction prediction with 1.9M reactions from USPTO patents (1976-2016). The task is: Predict the product of the given reaction. (1) The product is: [C:25]([C:22]1[CH:21]=[CH:20][C:19]([S:16]([NH:15][C:10]2[C:9]([C:6]3[CH:7]=[CH:8][C:3]([CH2:2][N:28]([CH3:27])[C:29]4[CH:34]=[CH:33][C:32]([O:35][C:36]([F:37])([F:38])[F:39])=[CH:31][CH:30]=4)=[CH:4][CH:5]=3)=[N:14][CH:13]=[CH:12][N:11]=2)(=[O:17])=[O:18])=[CH:24][CH:23]=1)#[N:26]. Given the reactants Cl[CH2:2][C:3]1[CH:8]=[CH:7][C:6]([C:9]2[C:10]([NH:15][S:16]([C:19]3[CH:24]=[CH:23][C:22]([C:25]#[N:26])=[CH:21][CH:20]=3)(=[O:18])=[O:17])=[N:11][CH:12]=[CH:13][N:14]=2)=[CH:5][CH:4]=1.[CH3:27][NH:28][C:29]1[CH:34]=[CH:33][C:32]([O:35][C:36]([F:39])([F:38])[F:37])=[CH:31][CH:30]=1, predict the reaction product. (2) Given the reactants [Cl:1][C:2]1[C:3]([F:25])=[CH:4][C:5]([N+:22]([O-])=O)=[C:6]([NH:8][CH:9]2[CH2:14][CH2:13][N:12]([C:15]([O:17][C:18]([CH3:21])([CH3:20])[CH3:19])=[O:16])[CH2:11][CH2:10]2)[CH:7]=1.O.NN, predict the reaction product. The product is: [NH2:22][C:5]1[CH:4]=[C:3]([F:25])[C:2]([Cl:1])=[CH:7][C:6]=1[NH:8][CH:9]1[CH2:14][CH2:13][N:12]([C:15]([O:17][C:18]([CH3:21])([CH3:20])[CH3:19])=[O:16])[CH2:11][CH2:10]1. (3) Given the reactants [C:1]([C:3]1[CH:4]=[CH:5][C:6]([C@@H:12]2[C:17]([C:18]#[N:19])=[C:16]([CH3:20])[N:15]([C:21]3[CH:26]=[CH:25][CH:24]=[C:23]([C:27]([F:30])([F:29])[F:28])[CH:22]=3)[C:14](=[O:31])[N:13]2[CH3:32])=[C:7]([S:9]([O-:11])=[O:10])[CH:8]=1)#[N:2].[Na+].[CH3:34][O:35][CH2:36][CH2:37]Br, predict the reaction product. The product is: [C:1]([C:3]1[CH:4]=[CH:5][C:6]([C@@H:12]2[C:17]([C:18]#[N:19])=[C:16]([CH3:20])[N:15]([C:21]3[CH:26]=[CH:25][CH:24]=[C:23]([C:27]([F:29])([F:30])[F:28])[CH:22]=3)[C:14](=[O:31])[N:13]2[CH3:32])=[C:7]([S:9]([CH2:37][CH2:36][O:35][CH3:34])(=[O:11])=[O:10])[CH:8]=1)#[N:2]. (4) Given the reactants [NH:1]1[CH2:5][CH2:4][CH:3]([OH:6])[CH2:2]1.[CH2:7]=O.[N:9]1[N:10]2[CH:18]=[CH:17][CH:16]=[C:11]2[C:12]([NH2:15])=[N:13][CH:14]=1, predict the reaction product. The product is: [NH2:15][C:12]1[C:11]2=[CH:16][CH:17]=[C:18]([CH2:7][N:1]3[CH2:5][CH2:4][CH:3]([OH:6])[CH2:2]3)[N:10]2[N:9]=[CH:14][N:13]=1.